From a dataset of Forward reaction prediction with 1.9M reactions from USPTO patents (1976-2016). Predict the product of the given reaction. (1) Given the reactants C(Cl)(=O)C1C=CC=CC=1.[F:10][C:11]([F:23])([F:22])[O:12][C:13]1[CH:21]=[CH:20][C:16]([C:17](Cl)=[O:18])=[CH:15][CH:14]=1.[NH2:24][C:25]1[CH:26]=[C:27]([CH:38]=[CH:39][N:40]=1)[C:28]([NH:30][CH2:31][C:32]1[CH:37]=[CH:36][CH:35]=[CH:34][CH:33]=1)=[O:29], predict the reaction product. The product is: [CH2:31]([NH:30][C:28](=[O:29])[C:27]1[CH:38]=[CH:39][N:40]=[C:25]([NH:24][C:17](=[O:18])[C:16]2[CH:20]=[CH:21][C:13]([O:12][C:11]([F:23])([F:22])[F:10])=[CH:14][CH:15]=2)[CH:26]=1)[C:32]1[CH:37]=[CH:36][CH:35]=[CH:34][CH:33]=1. (2) Given the reactants [H-].[Na+].[Cl:3][C:4]1[C:5]([NH2:10])=[N:6][O:7][C:8]=1[CH3:9].[CH2:11]([C:13]1[S:21][C:16]2=[N:17][CH:18]=[CH:19][CH:20]=[C:15]2[C:14]=1[S:22](Cl)(=[O:24])=[O:23])[CH3:12], predict the reaction product. The product is: [Cl:3][C:4]1[C:5]([NH:10][S:22]([C:14]2[C:15]3[C:16](=[N:17][CH:18]=[CH:19][CH:20]=3)[S:21][C:13]=2[CH2:11][CH3:12])(=[O:24])=[O:23])=[N:6][O:7][C:8]=1[CH3:9]. (3) Given the reactants [CH:1]1[C:10]2[CH2:9][CH2:8][CH2:7][CH2:6][C:5]=2[CH:4]=[CH:3][C:2]=1[NH2:11].[F:12][C:13]([F:24])([F:23])[C:14]1[N:19]=[CH:18][C:17]([CH2:20][C:21]#N)=[CH:16][CH:15]=1, predict the reaction product. The product is: [CH:1]1[C:10]2[CH2:9][CH2:8][CH2:7][CH2:6][C:5]=2[CH:4]=[CH:3][C:2]=1[NH:11][CH2:21][CH2:20][C:17]1[CH:18]=[N:19][C:14]([C:13]([F:24])([F:12])[F:23])=[CH:15][CH:16]=1. (4) Given the reactants [CH3:1][C:2]1[C:11]([CH3:12])=[C:10]2[C:5]([CH:6]=[C:7]([C:17]([O:19][CH2:20][CH3:21])=[O:18])[CH:8]([C:13]([F:16])([F:15])[F:14])[O:9]2)=[CH:4][CH:3]=1.[Cl:22]Cl, predict the reaction product. The product is: [Cl:22][C:3]1[CH:4]=[C:5]2[C:10](=[C:11]([CH3:12])[C:2]=1[CH3:1])[O:9][CH:8]([C:13]([F:16])([F:14])[F:15])[C:7]([C:17]([O:19][CH2:20][CH3:21])=[O:18])=[CH:6]2. (5) Given the reactants O=P12OP3(OP(OP(O3)(O1)=O)(=O)O2)=O.[F:15][C:16]1[CH:21]=[CH:20][C:19]([C@@H:22]([OH:30])[CH2:23][CH2:24][CH2:25][C:26]([O:28][CH3:29])=[O:27])=[CH:18][CH:17]=1.[CH2:31]([O:33][CH2:34]OCC)[CH3:32], predict the reaction product. The product is: [CH2:31]([O:33][CH2:34][O:30][C@H:22]([C:19]1[CH:18]=[CH:17][C:16]([F:15])=[CH:21][CH:20]=1)[CH2:23][CH2:24][CH2:25][C:26]([O:28][CH3:29])=[O:27])[CH3:32]. (6) Given the reactants Cl.[CH3:2][N:3]1[CH2:8][CH2:7][N:6]([C:9]2[CH:14]=[C:13]([C:15]3[CH:24]=[C:23]4[C:18]([CH2:19][CH2:20][NH:21][CH2:22]4)=[CH:17][CH:16]=3)[N:12]=[C:11]([NH2:25])[N:10]=2)[CH2:5][CH2:4]1.Br[C:27]1[CH:34]=[CH:33][C:30]([C:31]#[N:32])=[CH:29][N:28]=1, predict the reaction product. The product is: [NH2:25][C:11]1[N:12]=[C:13]([C:15]2[CH:24]=[C:23]3[C:18]([CH2:19][CH2:20][N:21]([C:27]4[CH:34]=[CH:33][C:30]([C:31]#[N:32])=[CH:29][N:28]=4)[CH2:22]3)=[CH:17][CH:16]=2)[CH:14]=[C:9]([N:6]2[CH2:5][CH2:4][N:3]([CH3:2])[CH2:8][CH2:7]2)[N:10]=1. (7) Given the reactants [CH3:1][N:2]([CH3:31])[CH2:3][C@H:4]([NH:16][S:17]([C:20]1[CH:25]=[CH:24][C:23]([CH2:26][CH2:27][CH2:28][CH2:29][CH3:30])=[CH:22][CH:21]=1)(=[O:19])=[O:18])[CH2:5][C:6]([O:8][CH2:9][C:10]1[CH:15]=[CH:14][CH:13]=[CH:12][CH:11]=1)=[O:7].[CH3:32][I:33], predict the reaction product. The product is: [I-:33].[CH2:9]([O:8][C:6](=[O:7])[CH2:5][C@@H:4]([NH:16][S:17]([C:20]1[CH:21]=[CH:22][C:23]([CH2:26][CH2:27][CH2:28][CH2:29][CH3:30])=[CH:24][CH:25]=1)(=[O:19])=[O:18])[CH2:3][N+:2]([CH3:32])([CH3:1])[CH3:31])[C:10]1[CH:15]=[CH:14][CH:13]=[CH:12][CH:11]=1. (8) Given the reactants [CH3:1][C:2]1[CH:3]=[C:4]([C:10]([CH3:16])([CH3:15])[CH2:11][C:12]([OH:14])=[O:13])[CH:5]=[CH:6][C:7]=1[O:8]C.Br, predict the reaction product. The product is: [CH3:1][C:2]1[CH:3]=[C:4]([C:10]([CH3:16])([CH3:15])[CH2:11][C:12]([OH:14])=[O:13])[CH:5]=[CH:6][C:7]=1[OH:8]. (9) Given the reactants [NH:1]1[C:9]2[C:4](=[CH:5][CH:6]=[C:7]([C:10]([OH:12])=O)[CH:8]=2)[CH:3]=[CH:2]1.[CH2:13]1[C@H:22]2[C@H:17]([CH2:18][CH2:19][C:20]3[CH:26]=[CH:25][CH:24]=[CH:23][C:21]=32)[NH:16][CH2:15][CH2:14]1.F[P-](F)(F)(F)(F)F.N1(OC(N(C)C)=[N+](C)C)C2N=CC=CC=2N=N1, predict the reaction product. The product is: [CH2:13]1[C@H:22]2[C@H:17]([CH2:18][CH2:19][C:20]3[CH:26]=[CH:25][CH:24]=[CH:23][C:21]=32)[N:16]([C:10]([C:7]2[CH:8]=[C:9]3[C:4]([CH:3]=[CH:2][NH:1]3)=[CH:5][CH:6]=2)=[O:12])[CH2:15][CH2:14]1.